From a dataset of Forward reaction prediction with 1.9M reactions from USPTO patents (1976-2016). Predict the product of the given reaction. (1) The product is: [CH3:8][O:9][C:10](=[O:32])[C@@H:11]([CH3:31])[CH2:12][C@H:13]([NH:30][C:39]([C:36]1[CH:37]=[CH:38][C:33]([C:42]2[CH:43]=[CH:44][CH:45]=[CH:46][CH:47]=2)=[CH:34][CH:35]=1)=[O:40])[C:14](=[O:29])[NH:15][CH2:16][C:17]1[CH:22]=[C:21]([O:23][CH3:24])[C:20]([O:25][CH3:26])=[C:19]([O:27][CH3:28])[CH:18]=1. Given the reactants OC(C(F)(F)F)=O.[CH3:8][O:9][C:10](=[O:32])[C@@H:11]([CH3:31])[CH2:12][C@H:13]([NH2:30])[C:14](=[O:29])[NH:15][CH2:16][C:17]1[CH:22]=[C:21]([O:23][CH3:24])[C:20]([O:25][CH3:26])=[C:19]([O:27][CH3:28])[CH:18]=1.[C:33]1([C:42]2[CH:47]=[CH:46][CH:45]=[CH:44][CH:43]=2)[CH:38]=[CH:37][C:36]([C:39](O)=[O:40])=[CH:35][CH:34]=1, predict the reaction product. (2) Given the reactants [Br:1][C:2]1[CH:3]=[CH:4][C:5]([OH:12])=[C:6]([CH:11]=1)[C:7]([O:9]C)=[O:8].[CH2:13](Br)[CH:14]=[CH2:15].C(=O)([O-])[O-].[K+].[K+], predict the reaction product. The product is: [CH2:15]([O:12][C:5]1[CH:4]=[CH:3][C:2]([Br:1])=[CH:11][C:6]=1[C:7]([OH:9])=[O:8])[CH:14]=[CH2:13].